Dataset: Catalyst prediction with 721,799 reactions and 888 catalyst types from USPTO. Task: Predict which catalyst facilitates the given reaction. (1) Reactant: [NH2:1][C:2]1[C:7]2[S:8][C:9]3[C:10](=[N:11][CH:12]=[C:13]([C:23]#[N:24])[C:14]=3[NH:15][C:16]3[CH:21]=[CH:20][CH:19]=[C:18]([Br:22])[CH:17]=3)[C:6]=2[CH:5]=[CH:4][CH:3]=1.[C:25](O)(=[O:28])[CH:26]=[CH2:27].C(N(CC)C(C)C)(C)C.Cl.CN(C)CCCN=C=NCC. Product: [Br:22][C:18]1[CH:17]=[C:16]([CH:21]=[CH:20][CH:19]=1)[NH:15][C:14]1[C:13]([C:23]#[N:24])=[CH:12][N:11]=[C:10]2[C:6]3[CH:5]=[CH:4][CH:3]=[C:2]([NH:1][C:25](=[O:28])[CH:26]=[CH2:27])[C:7]=3[S:8][C:9]=12. The catalyst class is: 213. (2) Reactant: [C:1]([NH:4][C:5]1[CH:13]=[CH:12][C:8]([C:9]([OH:11])=O)=[CH:7][C:6]=1[Br:14])(=[O:3])[CH3:2].C1CN([P+](ON2N=NC3C=CC=CC2=3)(N2CCCC2)N2CCCC2)CC1.F[P-](F)(F)(F)(F)F.C(N(C(C)C)CC)(C)C.Cl.[C:58]([NH:62][NH2:63])([CH3:61])([CH3:60])[CH3:59]. Product: [Br:14][C:6]1[CH:7]=[C:8]([C:9]([NH:63][NH:62][C:58]([CH3:61])([CH3:60])[CH3:59])=[O:11])[CH:12]=[CH:13][C:5]=1[NH:4][C:1](=[O:3])[CH3:2]. The catalyst class is: 3. (3) The catalyst class is: 6. Product: [CH2:3]([S:4][S:13][CH2:12][C@@H:11]([C:14]([OH:16])=[O:15])[NH2:10])[CH:2]=[CH2:1]. Reactant: [CH2:1]=[CH:2][CH2:3][S:4](=O)[S:4][CH2:3][CH:2]=[CH2:1].[NH2:10][C@H:11]([C:14]([OH:16])=[O:15])[CH2:12][SH:13]. (4) Reactant: [Cl:1][C:2]1[CH:7]=[CH:6][C:5]([C:8]2[C:14]3[CH:15]=[C:16]([O:19][CH3:20])[CH:17]=[CH:18][C:13]=3[NH:12][C:11](=S)[CH:10]([CH2:22][C:23]([NH:25][CH:26]3[CH2:31][CH2:30][CH2:29][CH2:28][CH2:27]3)=[O:24])[N:9]=2)=[CH:4][CH:3]=1.O.[NH2:33][NH2:34].C[C:36]([CH3:42])(C)C([O-])([O-])[O-].CC1C=CC(S([O-])(=O)=O)=CC=1.C1C=C[NH+]=CC=1. Product: [Cl:1][C:2]1[CH:7]=[CH:6][C:5]([C:8]2[C:14]3[CH:15]=[C:16]([O:19][CH3:20])[CH:17]=[CH:18][C:13]=3[N:12]3[C:36]([CH3:42])=[N:33][N:34]=[C:11]3[CH:10]([CH2:22][C:23]([NH:25][CH:26]3[CH2:31][CH2:30][CH2:29][CH2:28][CH2:27]3)=[O:24])[N:9]=2)=[CH:4][CH:3]=1. The catalyst class is: 5. (5) Reactant: [O:1]=[CH:2][C:3]1[CH:11]=[CH:10][C:7]([O:8][CH3:9])=[C:5]([OH:6])[CH:4]=1.[C:12]1([CH3:22])[CH:17]=[CH:16][C:15]([S:18](Cl)(=[O:20])=[O:19])=[CH:14][CH:13]=1.N1C=CC=CC=1. Product: [C:12]1([CH3:22])[CH:17]=[CH:16][C:15]([S:18]([O:6][C:5]2[CH:4]=[C:3]([CH:11]=[CH:10][C:7]=2[O:8][CH3:9])[CH:2]=[O:1])(=[O:20])=[O:19])=[CH:14][CH:13]=1. The catalyst class is: 6.